This data is from hERG Central: cardiac toxicity at 1µM, 10µM, and general inhibition. The task is: Predict hERG channel inhibition at various concentrations. (1) The drug is COCC(=O)O[C@]1(CCN(C)CCCc2nc3ccccc3[nH]2)CCc2cc(F)ccc2[C@@H]1C(C)C.Cl.O. Results: hERG_inhib (hERG inhibition (general)): blocker. (2) The compound is Cc1cc(C)nc(/N=C(\N)Nc2ccc(C(C)C)cc2)n1. Results: hERG_inhib (hERG inhibition (general)): blocker. (3) The molecule is C=CCNC(=O)C1CCN(c2nc(C)cc(-c3ccccc3)n2)CC1. Results: hERG_inhib (hERG inhibition (general)): blocker. (4) The compound is C=CCn1c(SCC(=O)N2CCN(c3ccc(F)cc3)CC2)nnc1-c1cccs1. Results: hERG_inhib (hERG inhibition (general)): blocker.